From a dataset of Peptide-MHC class II binding affinity with 134,281 pairs from IEDB. Regression. Given a peptide amino acid sequence and an MHC pseudo amino acid sequence, predict their binding affinity value. This is MHC class II binding data. (1) The peptide sequence is YDKFLANVSTVLTQK. The MHC is DRB1_1101 with pseudo-sequence DRB1_1101. The binding affinity (normalized) is 0.634. (2) The peptide sequence is YEDAKSPLTASKLTY. The MHC is HLA-DQA10102-DQB10602 with pseudo-sequence HLA-DQA10102-DQB10602. The binding affinity (normalized) is 0.341. (3) The peptide sequence is ETAYFILKLAGRWPVKVI. The MHC is DRB1_1302 with pseudo-sequence DRB1_1302. The binding affinity (normalized) is 0.224. (4) The peptide sequence is TLTPMMSSKFPELGM. The MHC is HLA-DQA10104-DQB10503 with pseudo-sequence HLA-DQA10104-DQB10503. The binding affinity (normalized) is 0.0187. (5) The peptide sequence is GNQEGSLKTALTGAM. The MHC is DRB1_1301 with pseudo-sequence DRB1_1301. The binding affinity (normalized) is 0.388. (6) The peptide sequence is PELKPGESRHTSDHM. The MHC is HLA-DQA10102-DQB10602 with pseudo-sequence HLA-DQA10102-DQB10602. The binding affinity (normalized) is 0.